Dataset: Forward reaction prediction with 1.9M reactions from USPTO patents (1976-2016). Task: Predict the product of the given reaction. Given the reactants [Cl:1][C:2]1[CH:7]=[CH:6][C:5]([CH:8]([C:11]2([C:14]([O:16]C(C)(C)C)=[O:15])[CH2:13][CH2:12]2)[CH2:9][CH3:10])=[CH:4][CH:3]=1.[B-](F)(F)(F)F.[N:26]#[O+:27].[OH2:28], predict the reaction product. The product is: [Cl:1][C:2]1[CH:7]=[CH:6][C:5]([CH:8]([C:11]2([C:14]([OH:16])=[O:15])[CH2:13][CH2:12]2)[CH2:9][CH3:10])=[CH:4][C:3]=1[N+:26]([O-:28])=[O:27].